Dataset: Full USPTO retrosynthesis dataset with 1.9M reactions from patents (1976-2016). Task: Predict the reactants needed to synthesize the given product. (1) Given the product [CH3:16][N:15]([CH3:17])[C:14](=[O:18])[O:13][C:11]1[CH:10]=[CH:9][C:8]([CH:19]=[O:20])=[C:7]([CH:25]=[CH2:26])[CH:12]=1, predict the reactants needed to synthesize it. The reactants are: FC(F)(F)S(O[C:7]1[CH:12]=[C:11]([O:13][C:14](=[O:18])[N:15]([CH3:17])[CH3:16])[CH:10]=[CH:9][C:8]=1[CH:19]=[O:20])(=O)=O.[Cl-].[Li+].[CH2:25]([Sn](CCCC)(CCCC)C=C)[CH2:26]CC.[F-].[K+]. (2) The reactants are: Cl[C:2]1[N:7]=[C:6]([NH:8][C@@H:9]2[CH2:14][CH2:13][CH2:12][CH2:11][C@H:10]2[N:15]([CH2:20][CH3:21])[S:16]([CH3:19])(=[O:18])=[O:17])[C:5]([Cl:22])=[CH:4][N:3]=1.[CH3:23][O:24][C:25]1[C:26]([NH2:40])=[CH:27][C:28]2[CH2:34][CH2:33][N:32]([CH2:35][CH2:36][O:37][CH3:38])[CH2:31][CH2:30][C:29]=2[CH:39]=1.C12(CS(O)(=O)=O)C(C)(C)C(CC1)CC2=O.C(=O)([O-])[O-]. Given the product [Cl:22][C:5]1[C:6]([NH:8][C@@H:9]2[CH2:14][CH2:13][CH2:12][CH2:11][C@H:10]2[N:15]([CH2:20][CH3:21])[S:16]([CH3:19])(=[O:18])=[O:17])=[N:7][C:2]([NH:40][C:26]2[C:25]([O:24][CH3:23])=[CH:39][C:29]3[CH2:30][CH2:31][N:32]([CH2:35][CH2:36][O:37][CH3:38])[CH2:33][CH2:34][C:28]=3[CH:27]=2)=[N:3][CH:4]=1, predict the reactants needed to synthesize it.